Dataset: Full USPTO retrosynthesis dataset with 1.9M reactions from patents (1976-2016). Task: Predict the reactants needed to synthesize the given product. Given the product [C:32]([O:36][C:37](=[O:38])[CH2:19][C:3]([C:4]1[CH:9]=[CH:8][CH:7]=[C:6]([C:10]2[N:11]=[N:12][C:13]([CH3:17])=[C:14]([CH3:16])[N:15]=2)[CH:5]=1)=[O:18])([CH3:35])([CH3:34])[CH3:33].[C:32]([O:36][C:37]([NH:39][NH:40][C:28]([C:24]1[CH:23]=[C:22]([CH:27]=[CH:26][CH:25]=1)[C:21]([OH:20])=[O:31])=[O:29])=[O:38])([CH3:35])([CH3:34])[CH3:33], predict the reactants needed to synthesize it. The reactants are: CO[C:3](=[O:18])[C:4]1[CH:9]=[CH:8][CH:7]=[C:6]([C:10]2[N:11]=[N:12][C:13]([CH3:17])=[C:14]([CH3:16])[N:15]=2)[CH:5]=1.[CH3:19][O:20][C:21](=[O:31])[C:22]1[CH:27]=[CH:26][CH:25]=[C:24]([C:28](Cl)=[O:29])[CH:23]=1.[C:32]([O:36][C:37]([NH:39][NH2:40])=[O:38])([CH3:35])([CH3:34])[CH3:33].N1C=CC=CC=1.